This data is from Retrosynthesis with 50K atom-mapped reactions and 10 reaction types from USPTO. The task is: Predict the reactants needed to synthesize the given product. (1) Given the product COC(=O)c1cc(-c2cnc3c(c2)c(-c2cccc4cc[nH]c24)cn3S(=O)(=O)c2ccc(C)cc2)ccc1NC(=O)OC(C)(C)C, predict the reactants needed to synthesize it. The reactants are: COC(=O)c1cc(B2OC(C)(C)C(C)(C)O2)ccc1NC(=O)OC(C)(C)C.Cc1ccc(S(=O)(=O)n2cc(-c3cccc4cc[nH]c34)c3cc(Br)cnc32)cc1. (2) Given the product CCOC(=O)CC(C)O, predict the reactants needed to synthesize it. The reactants are: CCOC(=O)CC(C)=O. (3) The reactants are: COc1ccc2c(c1)N(C[C@H](C)CO[Si](C)(C)C(C)(C)C)C(=O)CO2. Given the product COc1ccc2c(c1)N(C[C@H](C)CO)C(=O)CO2, predict the reactants needed to synthesize it. (4) Given the product CCn1cnc2c(-c3ccc(Cl)c(-c4ccc(S(=O)(=O)CC)cc4OC)c3)cnnc21, predict the reactants needed to synthesize it. The reactants are: CCS(=O)(=O)c1ccc(-c2cc(B3OC(C)(C)C(C)(C)O3)ccc2Cl)c(OC)c1.CCn1cnc2c(Cl)cnnc21.